From a dataset of Forward reaction prediction with 1.9M reactions from USPTO patents (1976-2016). Predict the product of the given reaction. (1) Given the reactants CCN(C(C)C)C(C)C.[CH3:10][C:11]1[N:16]=[CH:15][C:14]([NH2:17])=[CH:13][C:12]=1[C:18]1[N:19]=[N:20][C:21]([O:30][CH:31]2[CH2:36][CH2:35][O:34][CH2:33][CH2:32]2)=[C:22]([N:24]2[CH2:29][CH2:28][O:27][CH2:26][CH2:25]2)[CH:23]=1.[F:37][C:38]([C:41]1[CH:42]=[C:43]([CH:47]=[CH:48][N:49]=1)[C:44](O)=[O:45])([F:40])[CH3:39].CN(C(ON1N=NC2C=CC=NC1=2)=[N+](C)C)C.F[P-](F)(F)(F)(F)F, predict the reaction product. The product is: [F:37][C:38]([C:41]1[CH:42]=[C:43]([CH:47]=[CH:48][N:49]=1)[C:44]([NH:17][C:14]1[CH:15]=[N:16][C:11]([CH3:10])=[C:12]([C:18]2[N:19]=[N:20][C:21]([O:30][CH:31]3[CH2:36][CH2:35][O:34][CH2:33][CH2:32]3)=[C:22]([N:24]3[CH2:29][CH2:28][O:27][CH2:26][CH2:25]3)[CH:23]=2)[CH:13]=1)=[O:45])([F:40])[CH3:39]. (2) Given the reactants [H-].[Na+].[Br-].[OH:4][CH2:5][CH2:6][CH2:7][CH2:8][CH2:9][CH2:10][P+](C1C=CC=CC=1)(C1C=CC=CC=1)C1C=CC=CC=1.[CH3:30][C:31](=O)[CH2:32][CH2:33][CH2:34][CH2:35][CH2:36][CH2:37][CH2:38][CH2:39][CH3:40], predict the reaction product. The product is: [CH3:40][CH:39]([CH2:38][CH2:37][CH2:36][CH2:35][CH2:34][CH2:33][CH2:32][CH2:31][CH3:30])[CH2:10][CH2:9][CH2:8][CH2:7][CH:6]=[CH:5][OH:4]. (3) Given the reactants [Br:1][C:2]1[CH:7]=[CH:6][NH:5][C:4](=[O:8])[CH:3]=1.Cl[C:10]([F:15])([F:14])C([O-])=O.[Na+], predict the reaction product. The product is: [Br:1][C:2]1[CH:7]=[CH:6][N:5]=[C:4]([O:8][CH:10]([F:15])[F:14])[CH:3]=1. (4) The product is: [CH2:1]([O:3][C:4]([C:6]1([NH:15][C:23](=[O:24])[C:22]2[CH:26]=[CH:27][C:19]([O:18][CH:17]([F:16])[F:29])=[CH:20][C:21]=2[CH3:28])[CH2:14][C:13]2[C:8](=[CH:9][CH:10]=[CH:11][CH:12]=2)[CH2:7]1)=[O:5])[CH3:2]. Given the reactants [CH2:1]([O:3][C:4]([C:6]1([NH2:15])[CH2:14][C:13]2[C:8](=[CH:9][CH:10]=[CH:11][CH:12]=2)[CH2:7]1)=[O:5])[CH3:2].[F:16][CH:17]([F:29])[O:18][C:19]1[CH:27]=[CH:26][C:22]([C:23](O)=[O:24])=[C:21]([CH3:28])[CH:20]=1.CN(C(ON1N=NC2C=CC=NC1=2)=[N+](C)C)C.F[P-](F)(F)(F)(F)F.CCN(C(C)C)C(C)C, predict the reaction product. (5) Given the reactants [Cl:1][C:2]1[CH:8]=[C:7]([O:9][C:10]2[C:11]3[N:18]([CH3:19])[CH:17]=[CH:16][C:12]=3[N:13]=[CH:14][N:15]=2)[CH:6]=[CH:5][C:3]=1[NH2:4].C(N(CC)CC)C.Cl[C:28](Cl)([O:30]C(=O)OC(Cl)(Cl)Cl)Cl.[CH2:39]([O:46][C:47]1[CH:53]=[CH:52][C:50]([NH2:51])=[CH:49][C:48]=1[C:54]([F:57])([F:56])[F:55])[C:40]1[CH:45]=[CH:44][CH:43]=[CH:42][CH:41]=1, predict the reaction product. The product is: [CH2:39]([O:46][C:47]1[CH:53]=[CH:52][C:50]([NH:51][C:28]([NH:4][C:3]2[CH:5]=[CH:6][C:7]([O:9][C:10]3[C:11]4[N:18]([CH3:19])[CH:17]=[CH:16][C:12]=4[N:13]=[CH:14][N:15]=3)=[CH:8][C:2]=2[Cl:1])=[O:30])=[CH:49][C:48]=1[C:54]([F:55])([F:56])[F:57])[C:40]1[CH:41]=[CH:42][CH:43]=[CH:44][CH:45]=1. (6) Given the reactants [CH3:1][O:2][C:3]1[CH:4]=[C:5]([CH:22]=[CH:23][C:24]=1[N+:25]([O-])=O)[C:6]([NH:8][C:9]1[CH:14]=[CH:13][C:12]([O:15][CH3:16])=[C:11]([NH:17][S:18]([CH3:21])(=[O:20])=[O:19])[CH:10]=1)=[O:7].[CH3:28][S:29](Cl)(=[O:31])=[O:30].Cl, predict the reaction product. The product is: [CH3:28][S:29]([NH:25][C:24]1[CH:23]=[CH:22][C:5]([C:6]([NH:8][C:9]2[CH:14]=[CH:13][C:12]([O:15][CH3:16])=[C:11]([NH:17][S:18]([CH3:21])(=[O:20])=[O:19])[CH:10]=2)=[O:7])=[CH:4][C:3]=1[O:2][CH3:1])(=[O:31])=[O:30].